From a dataset of Full USPTO retrosynthesis dataset with 1.9M reactions from patents (1976-2016). Predict the reactants needed to synthesize the given product. (1) Given the product [CH:3]([C:2]1[CH:1]=[CH:11][CH:10]=[CH:9][C:8]=1[OH:7])=[CH2:4], predict the reactants needed to synthesize it. The reactants are: [CH2:1]([Li])[CH2:2][CH2:3][CH3:4].C[O:7][C:8]1C=CC=[C:10]([CH:11]=O)[C:9]=1O. (2) The reactants are: [F:1][C:2]1[C:18]([F:19])=[CH:17][CH:16]=[CH:15][C:3]=1[CH2:4][O:5][CH2:6][C:7]1[O:11][N:10]=[C:9]([C:12]([OH:14])=O)[CH:8]=1.Cl.[O:21]1[CH2:25][CH2:24][CH:23]([CH2:26][NH2:27])[CH2:22]1.C(N(CC)CC)C.ON1C2C=CC=CC=2N=N1.Cl.C(N=C=NCCCN(C)C)C. Given the product [O:21]1[CH2:25][CH2:24][CH:23]([CH2:26][NH:27][C:12]([C:9]2[CH:8]=[C:7]([CH2:6][O:5][CH2:4][C:3]3[CH:15]=[CH:16][CH:17]=[C:18]([F:19])[C:2]=3[F:1])[O:11][N:10]=2)=[O:14])[CH2:22]1, predict the reactants needed to synthesize it.